This data is from Full USPTO retrosynthesis dataset with 1.9M reactions from patents (1976-2016). The task is: Predict the reactants needed to synthesize the given product. Given the product [CH3:1][O:2][C:3]1[CH:47]=[CH:46][CH:45]=[CH:44][C:4]=1[CH2:5][O:6][CH2:7][CH2:8][CH2:9][O:10][C:11]1[CH:12]=[CH:13][C:14]([CH:17]2[CH2:22][CH2:21][N:20]([C:23]([O:25][C:26]([CH3:29])([CH3:27])[CH3:28])=[O:24])[CH2:19][CH:18]2[O:30][CH2:31][CH2:32][O:33][C:49]2[CH:57]=[CH:56][CH:55]=[C:54]3[C:50]=2[CH2:51][O:52][C:53]3=[O:58])=[CH:15][CH:16]=1, predict the reactants needed to synthesize it. The reactants are: [CH3:1][O:2][C:3]1[CH:47]=[CH:46][CH:45]=[CH:44][C:4]=1[CH2:5][O:6][CH2:7][CH2:8][CH2:9][O:10][C:11]1[CH:16]=[CH:15][C:14]([CH:17]2[CH2:22][CH2:21][N:20]([C:23]([O:25][C:26]([CH3:29])([CH3:28])[CH3:27])=[O:24])[CH2:19][CH:18]2[O:30][CH2:31][CH2:32][O:33]S(C2C=CC(C)=CC=2)(=O)=O)=[CH:13][CH:12]=1.O[C:49]1[CH:57]=[CH:56][CH:55]=[C:54]2[C:50]=1[CH2:51][O:52][C:53]2=[O:58].